The task is: Predict which catalyst facilitates the given reaction.. This data is from Catalyst prediction with 721,799 reactions and 888 catalyst types from USPTO. (1) Reactant: [C:1](Cl)(=O)[C:2]([Cl:4])=[O:3].[Cl:7][C:8]1[CH:9]=C(C(O)=O)[NH:11][C:12]=1[C:13]([O:15][CH3:16])=[O:14].CN(C=O)C. Product: [Cl:7][C:8]1[CH:9]=[C:1]([C:2]([Cl:4])=[O:3])[NH:11][C:12]=1[C:13]([O:15][CH3:16])=[O:14]. The catalyst class is: 2. (2) The catalyst class is: 337. Product: [N+:9]([C:7]1[CH:6]=[CH:5][C:3]([NH2:4])=[C:2]([C:13]#[C:12][C:14]2[CH:19]=[CH:18][CH:17]=[CH:16][CH:15]=2)[CH:8]=1)([O-:11])=[O:10]. Reactant: Br[C:2]1[CH:8]=[C:7]([N+:9]([O-:11])=[O:10])[CH:6]=[CH:5][C:3]=1[NH2:4].[C:12]([C:14]1[CH:19]=[CH:18][CH:17]=[CH:16][CH:15]=1)#[CH:13]. (3) Reactant: [F:1][C:2]1[CH:7]=[CH:6][C:5]([C:8]2[S:9][CH:10]=[C:11]([C:13]3[CH:14]=[C:15]([O:20][CH3:21])[C:16]([NH2:19])=[N:17][CH:18]=3)[N:12]=2)=[CH:4][CH:3]=1.[Br:22]Br. Product: [Br:22][C:10]1[S:9][C:8]([C:5]2[CH:4]=[CH:3][C:2]([F:1])=[CH:7][CH:6]=2)=[N:12][C:11]=1[C:13]1[CH:14]=[C:15]([O:20][CH3:21])[C:16]([NH2:19])=[N:17][CH:18]=1. The catalyst class is: 22. (4) Reactant: [CH3:1][C:2]1([CH3:10])[CH2:6][C:5]([CH3:8])([CH3:7])[CH2:4][C:3]1=[O:9].Br[C:12]1[CH:17]=[CH:16][CH:15]=[CH:14][C:13]=1I.[C:19](=O)([O-])[O-:20].[Cs+].[Cs+].CC1(C)C2C(=C(P(C3C=CC=CC=3)C3C=CC=CC=3)C=CC=2)OC2C(P(C3C=CC=CC=3)C3C=CC=CC=3)=CC=CC1=2.[C]=O. Product: [CH3:7][C:5]1([CH3:8])[C:4]2[C:12]3[CH:17]=[CH:16][CH:15]=[CH:14][C:13]=3[C:19](=[O:20])[O:9][C:3]=2[C:2]([CH3:10])([CH3:1])[CH2:6]1. The catalyst class is: 487. (5) Reactant: [C:1]([O:4][CH2:5][CH2:6][N:7]([CH3:9])[CH3:8])(=[O:3])[CH3:2].[CH3:10][CH2:11][CH2:12][CH2:13][CH2:14]C.[CH2:16]([O:22][CH2:23]Cl)[CH2:17][CH2:18][CH2:19][CH2:20][CH3:21]. Product: [C:1]([O-:4])(=[O:3])[C:2]1[CH:14]=[CH:13][CH:12]=[CH:11][CH:10]=1.[C:1]([O:4][CH2:5][CH2:6][N+:7]([CH2:23][O:22][CH2:16][CH2:17][CH2:18][CH2:19][CH2:20][CH2:21][CH3:10])([CH3:9])[CH3:8])(=[O:3])[CH3:2]. The catalyst class is: 16. (6) Reactant: [C:1]([O:5][C:6]([NH:8][C@H:9]([C:14]([O:16][CH2:17][O:18][C:19](=[O:43])[N:20]([C:33]1[N:42]=[C:36]2[CH:37]=[CH:38][C:39](Cl)=[CH:40][N:35]2[N:34]=1)[C:21]1[CH:26]=[CH:25][C:24]([S:27]([CH3:30])(=[O:29])=[O:28])=[CH:23][C:22]=1[O:31][CH3:32])=[O:15])[C:10]([CH3:13])([CH3:12])[CH3:11])=[O:7])([CH3:4])([CH3:3])[CH3:2].[F:44][C:45]1[CH:50]=[CH:49][C:48]([C@@H:51]([CH3:64])[C:52]([NH:54][C:55]2[CH:60]=[CH:59][C:58](B(O)O)=[CH:57][CH:56]=2)=[O:53])=[CH:47][CH:46]=1.O.P([O-])([O-])([O-])=O.[K+].[K+].[K+].C1(P(C2CCCCC2)C2C=CC=CC=2C2C(OC)=CC=CC=2OC)CCCCC1. Product: [C:1]([O:5][C:6]([NH:8][C@H:9]([C:14]([O:16][CH2:17][O:18][C:19](=[O:43])[N:20]([C:33]1[N:42]=[C:36]2[CH:37]=[CH:38][C:39]([C:58]3[CH:57]=[CH:56][C:55]([NH:54][C:52](=[O:53])[C@@H:51]([C:48]4[CH:47]=[CH:46][C:45]([F:44])=[CH:50][CH:49]=4)[CH3:64])=[CH:60][CH:59]=3)=[CH:40][N:35]2[N:34]=1)[C:21]1[CH:26]=[CH:25][C:24]([S:27]([CH3:30])(=[O:29])=[O:28])=[CH:23][C:22]=1[O:31][CH3:32])=[O:15])[C:10]([CH3:13])([CH3:12])[CH3:11])=[O:7])([CH3:4])([CH3:3])[CH3:2]. The catalyst class is: 164. (7) Reactant: [F:1][C:2]1[CH:3]=[C:4]([CH:9]2[CH2:14][CH:13]([C:15]([OH:17])=O)[CH2:12][CH2:11][N:10]2[C:18]([O:20][CH3:21])=[O:19])[CH:5]=[CH:6][C:7]=1[F:8].N1(C(N2C=CN=C2)=O)C=CN=C1.[CH2:34]([O:36][C:37](=[O:42])[CH2:38][C:39]([OH:41])=O)[CH3:35].[K].[Cl-].[Mg+2].[Cl-].Cl. Product: [F:1][C:2]1[CH:3]=[C:4]([C@H:9]2[CH2:14][C@@H:13]([C:15](=[O:17])[CH2:38][C:37]([O:36][CH2:34][CH3:35])=[O:42])[CH2:12][CH2:11][N:10]2[C:18]([O:20][CH3:21])=[O:19])[CH:5]=[CH:6][C:7]=1[F:8].[F:1][C:2]1[CH:3]=[C:4]([C@H:9]2[CH2:14][C@H:13]([C:39](=[O:41])[CH2:38][C:37]([O:36][CH2:34][CH3:35])=[O:42])[CH2:12][CH2:11][N:10]2[C:18]([O:20][CH3:21])=[O:19])[CH:5]=[CH:6][C:7]=1[F:8]. The catalyst class is: 1. (8) Reactant: [OH:1]/[N:2]=[C:3](\Cl)/[C:4]1[CH:15]=[CH:14][C:7]2[B:8]([OH:13])[O:9][C:10]([CH3:12])([CH3:11])[C:6]=2[CH:5]=1.[F:17][C:18]1[CH:23]=[CH:22][C:21]([C:24]([C:26]([F:29])([F:28])[F:27])=[CH2:25])=[CH:20][C:19]=1[C:30]([F:33])([F:32])[F:31].Cl.CC(=O)OCC. Product: [F:17][C:18]1[CH:23]=[CH:22][C:21]([C:24]2([C:26]([F:27])([F:28])[F:29])[O:1][N:2]=[C:3]([C:4]3[CH:15]=[CH:14][C:7]4[B:8]([OH:13])[O:9][C:10]([CH3:12])([CH3:11])[C:6]=4[CH:5]=3)[CH2:25]2)=[CH:20][C:19]=1[C:30]([F:31])([F:32])[F:33]. The catalyst class is: 3. (9) The catalyst class is: 3. Reactant: [F:1][C:2]1[CH:9]=[CH:8][C:5]([C:6]#[N:7])=[CH:4][C:3]=1[O:10]C.[Li+].[Cl-].C(/C=C/C1C=C(C=CC=1)OC1C=CC(C#N)=CC=1O)#N. Product: [F:1][C:2]1[CH:9]=[CH:8][C:5]([C:6]#[N:7])=[CH:4][C:3]=1[OH:10]. (10) Reactant: [NH:1]1[CH2:6][CH2:5][CH2:4][CH2:3][CH:2]1[CH2:7][OH:8].C(N(CC)CC)C.[Cl:16][C:17]1[CH:22]=[CH:21][CH:20]=[C:19]([CH3:23])[C:18]=1[S:24](Cl)(=[O:26])=[O:25].Cl. Product: [Cl:16][C:17]1[CH:22]=[CH:21][CH:20]=[C:19]([CH3:23])[C:18]=1[S:24]([N:1]1[CH2:6][CH2:5][CH2:4][CH2:3][CH:2]1[CH2:7][OH:8])(=[O:25])=[O:26]. The catalyst class is: 2.